Task: Predict the reactants needed to synthesize the given product.. Dataset: Full USPTO retrosynthesis dataset with 1.9M reactions from patents (1976-2016) (1) Given the product [CH3:17][O:18][C:19]1[CH:27]=[CH:26][C:22]([C:23]2[O:1][N:2]=[C:3]([C:5]3[C:10]([C:11]4[CH:16]=[CH:15][CH:14]=[CH:13][CH:12]=4)=[CH:9][CH:8]=[CH:7][N:6]=3)[N:4]=2)=[C:21]([OH:28])[CH:20]=1, predict the reactants needed to synthesize it. The reactants are: [OH:1][NH:2][C:3]([C:5]1[C:10]([C:11]2[CH:16]=[CH:15][CH:14]=[CH:13][CH:12]=2)=[CH:9][CH:8]=[CH:7][N:6]=1)=[NH:4].[CH3:17][O:18][C:19]1[CH:20]=[C:21]([OH:28])[C:22](=[CH:26][CH:27]=1)[C:23](O)=O. (2) Given the product [C@H:5]12[O:1][C@H:2]([CH:12]=[CH:13]1)[CH2:3][C@@H:4]2[C:6]([OH:10])=[O:9], predict the reactants needed to synthesize it. The reactants are: [O:1]1[CH:5]=[CH:4][CH:3]=[CH:2]1.[C:6]([OH:10])(=[O:9])C=C.B.[CH2:12]1COC[CH2:13]1. (3) Given the product [NH2:1][C:2]1[N:7]=[C:6]([O:8][CH3:9])[C:5]([C:10](=[O:26])[CH2:11][CH2:12][CH:13]2[CH2:14][CH2:15][N:16]([CH2:19][CH2:28][CH2:29][CH3:30])[CH2:17][CH2:18]2)=[CH:4][CH:3]=1, predict the reactants needed to synthesize it. The reactants are: [NH2:1][C:2]1[N:7]=[C:6]([O:8][CH3:9])[C:5]([C:10](=[O:26])[CH2:11][CH2:12][CH:13]2[CH2:18][CH2:17][N:16]([C:19](OC(C)(C)C)=O)[CH2:15][CH2:14]2)=[CH:4][CH:3]=1.N[C:28]1N=C(OC)C(C(=O)CCC2CCN(C(OC(C)(C)C)=O)CC2)=[CH:30][C:29]=1Cl. (4) Given the product [CH2:10]([N:12]1[C:24]2[CH:23]=[CH:22][C:21]([C:25]3[N:38]([CH2:39][CH2:40][O:41][CH3:42])[C:37]4[CH:36]=[CH:35][C:31]([C:32]([OH:34])=[O:33])=[CH:30][C:29]=4[N:28]=3)=[CH:20][C:19]=2[C:18]2[C:13]1=[CH:14][CH:15]=[CH:16][C:17]=2[F:27])[CH3:11], predict the reactants needed to synthesize it. The reactants are: S(OS([O-])=O)([O-])=O.[Na+].[Na+].[CH2:10]([N:12]1[C:24]2[CH:23]=[CH:22][C:21]([CH:25]=O)=[CH:20][C:19]=2[C:18]2[C:13]1=[CH:14][CH:15]=[CH:16][C:17]=2[F:27])[CH3:11].[NH2:28][C:29]1[CH:30]=[C:31]([CH:35]=[CH:36][C:37]=1[NH:38][CH2:39][CH2:40][O:41][CH3:42])[C:32]([OH:34])=[O:33].Cl.